This data is from Catalyst prediction with 721,799 reactions and 888 catalyst types from USPTO. The task is: Predict which catalyst facilitates the given reaction. (1) Reactant: C([N:8]1[CH2:13][CH2:12][N:11]([C:14]2[CH:19]=[CH:18][C:17]([O:20][C:21]3[CH:26]=[CH:25][C:24]([O:27][CH3:28])=[CH:23][CH:22]=3)=[CH:16][CH:15]=2)[CH2:10][CH2:9]1)C1C=CC=CC=1. Product: [CH3:28][O:27][C:24]1[CH:25]=[CH:26][C:21]([O:20][C:17]2[CH:16]=[CH:15][C:14]([N:11]3[CH2:10][CH2:9][NH:8][CH2:13][CH2:12]3)=[CH:19][CH:18]=2)=[CH:22][CH:23]=1. The catalyst class is: 563. (2) Reactant: [CH3:1][O:2][C:3]1[CH:4]=[C:5]([CH:29]=[C:30]([O:34][CH3:35])[C:31]=1[O:32][CH3:33])[C:6]([NH:8][CH:9]=[N:10][C:11](=[O:28])[O:12][N:13]([C:24]([CH3:27])([CH3:26])[CH3:25])[C:14]1[CH:19]=[CH:18][C:17]([CH3:20])=[C:16]([N+:21]([O-])=O)[CH:15]=1)=[O:7]. Product: [CH3:1][O:2][C:3]1[CH:4]=[C:5]([CH:29]=[C:30]([O:34][CH3:35])[C:31]=1[O:32][CH3:33])[C:6]([NH:8][CH:9]=[N:10][C:11](=[O:28])[O:12][N:13]([C:24]([CH3:27])([CH3:26])[CH3:25])[C:14]1[CH:19]=[CH:18][C:17]([CH3:20])=[C:16]([NH2:21])[CH:15]=1)=[O:7]. The catalyst class is: 19. (3) Reactant: Cl[C:2]1[N:7]=[C:6]([C:8]([NH2:10])=[O:9])[CH:5]=[C:4]([N:11]([CH2:16][CH:17]2[CH2:21][O:20][C:19]([CH3:23])([CH3:22])[O:18]2)[S:12]([CH3:15])(=[O:14])=[O:13])[N:3]=1.[F:24][C:25]1[CH:46]=[CH:45][C:28]([O:29][C:30]2[CH:35]=[CH:34][C:33](B3OC(C)(C)C(C)(C)O3)=[CH:32][CH:31]=2)=[CH:27][CH:26]=1.C([O-])([O-])=O.[Na+].[Na+]. Product: [CH3:22][C:19]1([CH3:23])[O:18][CH:17]([CH2:16][N:11]([C:4]2[N:3]=[C:2]([C:33]3[CH:32]=[CH:31][C:30]([O:29][C:28]4[CH:27]=[CH:26][C:25]([F:24])=[CH:46][CH:45]=4)=[CH:35][CH:34]=3)[N:7]=[C:6]([C:8]([NH2:10])=[O:9])[CH:5]=2)[S:12]([CH3:15])(=[O:14])=[O:13])[CH2:21][O:20]1. The catalyst class is: 75. (4) Reactant: [OH:1][C:2]([C:13]1[N:18]=[CH:17][C:16]([C:19]2[CH:24]=[CH:23][C:22]([C:25](=O)[CH3:26])=[CH:21][CH:20]=2)=[CH:15][CH:14]=1)([C:7]1[CH:8]=[N:9][CH:10]=[N:11][CH:12]=1)[C:3]([CH3:6])([CH3:5])[CH3:4].CC([O-])=O.[Na+].Cl.[CH3:34][O:35][NH2:36].CO. Product: [CH3:34][O:35]/[N:36]=[C:25](/[C:22]1[CH:23]=[CH:24][C:19]([C:16]2[CH:17]=[N:18][C:13]([C:2]([OH:1])([C:7]3[CH:8]=[N:9][CH:10]=[N:11][CH:12]=3)[C:3]([CH3:6])([CH3:4])[CH3:5])=[CH:14][CH:15]=2)=[CH:20][CH:21]=1)\[CH3:26].[CH3:34][O:35]/[N:36]=[C:25](\[C:22]1[CH:23]=[CH:24][C:19]([C:16]2[CH:17]=[N:18][C:13]([C:2]([OH:1])([C:7]3[CH:8]=[N:9][CH:10]=[N:11][CH:12]=3)[C:3]([CH3:6])([CH3:4])[CH3:5])=[CH:14][CH:15]=2)=[CH:20][CH:21]=1)/[CH3:26]. The catalyst class is: 250. (5) Reactant: [Cl:1][C:2]1[CH:6]=[N:5][N:4]([CH3:7])[C:3]=1[C:8]([OH:10])=O.S(Cl)(Cl)=O.[NH2:15][C:16]1[CH:17]=[C:18]([CH:31]=[CH:32][CH:33]=1)[C:19]([C:21]1[CH:29]=[C:28]2[C:24]([CH2:25][C:26](=[O:30])[NH:27]2)=[CH:23][CH:22]=1)=[O:20]. Product: [O:30]=[C:26]1[CH2:25][C:24]2[C:28](=[CH:29][C:21]([C:19]([C:18]3[CH:17]=[C:16]([NH:15][C:8]([C:3]4[N:4]([CH3:7])[N:5]=[CH:6][C:2]=4[Cl:1])=[O:10])[CH:33]=[CH:32][CH:31]=3)=[O:20])=[CH:22][CH:23]=2)[NH:27]1. The catalyst class is: 1.